Dataset: Reaction yield outcomes from USPTO patents with 853,638 reactions. Task: Predict the reaction yield, written as a fraction of the theoretical maximum amount of product (1.0 means a 100% yield; for example, 0.34 means a 34% yield). (1) The reactants are C([Li])(C)(C)C.CC[O:8][CH2:9][CH3:10].Br[C:12]1[CH:13]=[C:14]2[C:18](=[CH:19][C:20]=1C)[NH:17][CH:16]=[C:15]2[CH3:22]. The catalyst is CN(C=O)C. The product is [CH3:22][C:15]1[C:14]2[C:18](=[CH:19][C:20]([CH3:12])=[C:10]([CH:9]=[O:8])[CH:13]=2)[NH:17][CH:16]=1. The yield is 0.820. (2) The reactants are Cl[C:2]1[N:7]=[C:6]([NH:8][CH2:9][C:10]2[CH:11]=[N:12][CH:13]=[CH:14][CH:15]=2)[C:5]([F:16])=[CH:4][N:3]=1.[NH2:17][C:18]1[CH:19]=[C:20]([OH:24])[CH:21]=[CH:22][CH:23]=1. No catalyst specified. The product is [F:16][C:5]1[C:6]([NH:8][CH2:9][C:10]2[CH:11]=[N:12][CH:13]=[CH:14][CH:15]=2)=[N:7][C:2]([NH:17][C:18]2[CH:23]=[CH:22][CH:21]=[C:20]([OH:24])[CH:19]=2)=[N:3][CH:4]=1. The yield is 0.430.